Dataset: Full USPTO retrosynthesis dataset with 1.9M reactions from patents (1976-2016). Task: Predict the reactants needed to synthesize the given product. (1) Given the product [C:1]([N:5]1[C:9](=[O:10])[C:8]([NH:24][CH2:23][CH2:22][CH2:21][OH:20])=[C:7]([C:12]2[CH:17]=[CH:16][CH:15]=[CH:14][CH:13]=2)[S:6]1(=[O:19])=[O:18])([CH3:4])([CH3:3])[CH3:2], predict the reactants needed to synthesize it. The reactants are: [C:1]([N:5]1[C:9](=[O:10])[C:8](Cl)=[C:7]([C:12]2[CH:17]=[CH:16][CH:15]=[CH:14][CH:13]=2)[S:6]1(=[O:19])=[O:18])([CH3:4])([CH3:3])[CH3:2].[OH:20][CH2:21][CH2:22][CH2:23][NH2:24]. (2) The reactants are: [CH3:1][CH:2]([CH:9]1[C:13]2([CH3:30])[CH:14]([OH:29])[CH2:15][CH:16]3[C:21]4([CH3:27])[CH2:22][CH2:23][CH:24]([OH:26])[CH2:25][CH:20]4[CH2:19][CH:18]([OH:28])[CH:17]3[CH:12]2[CH2:11][CH2:10]1)[CH2:3][CH2:4][C:5]([O:7][CH3:8])=[O:6].[C:31]1([CH3:41])[CH:36]=[CH:35][C:34]([S:37](Cl)(=[O:39])=[O:38])=[CH:33][CH:32]=1.CC(OC)(C)C.Cl. Given the product [CH3:8][O:7][C:5](=[O:6])[CH2:4][CH2:3][C@H:2]([C@@H:9]1[C@:13]2([CH3:30])[C@H:12]([C@H:17]3[C@H:16]([CH2:15][C@@H:14]2[OH:29])[C@:21]2([CH3:27])[C@@H:20]([CH2:25][C@@H:24]([O:26][S:37]([C:34]4[CH:35]=[CH:36][C:31]([CH3:41])=[CH:32][CH:33]=4)(=[O:39])=[O:38])[CH2:23][CH2:22]2)[CH2:19][C@H:18]3[OH:28])[CH2:11][CH2:10]1)[CH3:1], predict the reactants needed to synthesize it. (3) Given the product [O:12]1[C:66]2[C:71](=[CH:70][CH:69]=[CH:68][CH:67]=2)[CH2:62][CH:63]([OH:82])[CH:1]1[C:2]1[CH:3]=[CH:4][CH:7]=[CH:9][CH:10]=1, predict the reactants needed to synthesize it. The reactants are: [C:1]([OH:12])(=O)[C:2]1[CH:10]=[CH:9][C:7](O)=[C:4](OC)[CH:3]=1.C(O)(=O)C1C=C(OC)C(O)=C(OC)C=1.OC1C=CC(C(O)=O)=CC=1.C(O)(=O)C1C=CC(O)=C(O)C=1.C(O)(=O)/C=C/C1C=CC(O)=C(OC)C=1.[CH2:62]1[C:71]2[C:66](=[CH:67][C:68](O)=[CH:69][C:70]=2O)O[C@H](C2C=CC(O)=C(O)C=2)[C@H:63]1[OH:82].C1C([C@H]2OC3C=C(O)C=C(O)C=3C[C@H]2O)=CC(O)=C(O)C=1.C1C(C2OC3C=C(O)C=C(O)C=3CC2O)=CC(O)=C(O)C=1. (4) Given the product [CH:1]1[CH:2]=[CH:3][N:4]2[CH2:10][C:9]3[CH:11]=[CH:12][CH:13]=[CH:14][C:8]=3[N:7]([C:15]([C:17]3[CH:18]=[CH:19][C:20]([C:38]4[CH:43]([CH3:44])[CH2:42][CH2:41][CH2:40][C:39]=4[CH3:45])=[CH:21][CH:22]=3)=[O:16])[CH2:6][C:5]=12, predict the reactants needed to synthesize it. The reactants are: [CH:1]1[CH:2]=[CH:3][N:4]2[CH2:10][C:9]3[CH:11]=[CH:12][CH:13]=[CH:14][C:8]=3[N:7]([C:15]([C:17]3[CH:22]=[CH:21][C:20](B4OC(C)(C)C(C)(C)O4)=[CH:19][CH:18]=3)=[O:16])[CH2:6][C:5]=12.FC(F)(F)S(O[C:38]1[CH:43]([CH3:44])[CH2:42][CH2:41][CH2:40][C:39]=1[CH3:45])(=O)=O.